Dataset: NCI-60 drug combinations with 297,098 pairs across 59 cell lines. Task: Regression. Given two drug SMILES strings and cell line genomic features, predict the synergy score measuring deviation from expected non-interaction effect. (1) Drug 1: CC1C(C(CC(O1)OC2CC(CC3=C2C(=C4C(=C3O)C(=O)C5=C(C4=O)C(=CC=C5)OC)O)(C(=O)CO)O)N)O.Cl. Drug 2: C1=CC(=CC=C1CCC2=CNC3=C2C(=O)NC(=N3)N)C(=O)NC(CCC(=O)O)C(=O)O. Cell line: SN12C. Synergy scores: CSS=37.3, Synergy_ZIP=4.69, Synergy_Bliss=4.03, Synergy_Loewe=-10.3, Synergy_HSA=2.59. (2) Drug 1: C1CCC(C(C1)N)N.C(=O)(C(=O)[O-])[O-].[Pt+4]. Drug 2: CC1C(C(CC(O1)OC2CC(CC3=C2C(=C4C(=C3O)C(=O)C5=CC=CC=C5C4=O)O)(C(=O)C)O)N)O. Cell line: CAKI-1. Synergy scores: CSS=45.6, Synergy_ZIP=-3.67, Synergy_Bliss=0.477, Synergy_Loewe=1.92, Synergy_HSA=6.24. (3) Drug 1: C(=O)(N)NO. Drug 2: B(C(CC(C)C)NC(=O)C(CC1=CC=CC=C1)NC(=O)C2=NC=CN=C2)(O)O. Cell line: SK-OV-3. Synergy scores: CSS=9.05, Synergy_ZIP=0.388, Synergy_Bliss=0.300, Synergy_Loewe=-35.5, Synergy_HSA=0.158. (4) Drug 1: COC1=CC(=CC(=C1O)OC)C2C3C(COC3=O)C(C4=CC5=C(C=C24)OCO5)OC6C(C(C7C(O6)COC(O7)C8=CC=CS8)O)O. Drug 2: C1=CN(C(=O)N=C1N)C2C(C(C(O2)CO)O)O.Cl. Cell line: A498. Synergy scores: CSS=33.1, Synergy_ZIP=-8.00, Synergy_Bliss=-5.07, Synergy_Loewe=-1.47, Synergy_HSA=0.450. (5) Drug 1: CN(C)C1=NC(=NC(=N1)N(C)C)N(C)C. Drug 2: C1CC(=O)NC(=O)C1N2C(=O)C3=CC=CC=C3C2=O. Cell line: SN12C. Synergy scores: CSS=8.40, Synergy_ZIP=7.96, Synergy_Bliss=17.2, Synergy_Loewe=15.2, Synergy_HSA=16.0. (6) Drug 1: C1=CC(=CC=C1C#N)C(C2=CC=C(C=C2)C#N)N3C=NC=N3. Drug 2: CC1=C(C(CCC1)(C)C)C=CC(=CC=CC(=CC(=O)O)C)C. Cell line: OVCAR3. Synergy scores: CSS=-2.00, Synergy_ZIP=0.563, Synergy_Bliss=-6.80, Synergy_Loewe=-2.77, Synergy_HSA=-11.0. (7) Drug 1: C1CCC(CC1)NC(=O)N(CCCl)N=O. Drug 2: C1=NC2=C(N1)C(=S)N=CN2. Cell line: SK-MEL-28. Synergy scores: CSS=11.1, Synergy_ZIP=-5.65, Synergy_Bliss=-5.36, Synergy_Loewe=-8.66, Synergy_HSA=-6.24. (8) Drug 1: C1CCC(C1)C(CC#N)N2C=C(C=N2)C3=C4C=CNC4=NC=N3. Drug 2: CN1C2=C(C=C(C=C2)N(CCCl)CCCl)N=C1CCCC(=O)O.Cl. Cell line: MDA-MB-231. Synergy scores: CSS=18.2, Synergy_ZIP=-4.52, Synergy_Bliss=3.95, Synergy_Loewe=4.63, Synergy_HSA=4.77. (9) Drug 2: CN(CCCl)CCCl.Cl. Synergy scores: CSS=22.1, Synergy_ZIP=1.79, Synergy_Bliss=2.39, Synergy_Loewe=-34.9, Synergy_HSA=-1.16. Drug 1: CN1C2=C(C=C(C=C2)N(CCCl)CCCl)N=C1CCCC(=O)O.Cl. Cell line: HCT116.